The task is: Predict the product of the given reaction.. This data is from Forward reaction prediction with 1.9M reactions from USPTO patents (1976-2016). (1) The product is: [N:9]1[CH:14]=[CH:13][CH:12]=[CH:11][C:10]=1[CH:15]=[N:16][OH:17].[CH3:23][O:22][C:18]([C:19]1[O:17][N:16]=[C:15]([C:10]2[CH:11]=[CH:12][CH:13]=[CH:14][N:9]=2)[CH:20]=1)=[O:21]. Given the reactants N1C=CC=CC=1C=O.[N:9]1[CH:14]=[CH:13][CH:12]=[CH:11][C:10]=1[CH:15]=[N:16][OH:17].[C:18]([O:22][CH3:23])(=[O:21])[C:19]#[CH:20], predict the reaction product. (2) Given the reactants [Cl:1][CH2:2][C:3]([NH:5][OH:6])=[NH:4].[C:7]([C:9]1[CH:10]=[C:11]([CH:15]=[CH:16][CH:17]=1)[C:12](Cl)=O)#[N:8].C(N(CC)CC)C, predict the reaction product. The product is: [Cl:1][CH2:2][C:3]1[N:4]=[C:12]([C:11]2[CH:10]=[C:9]([CH:17]=[CH:16][CH:15]=2)[C:7]#[N:8])[O:6][N:5]=1. (3) Given the reactants [Cl:1][C:2]1[CH:7]=[C:6]([CH2:8]I)[CH:5]=[CH:4][C:3]=1[C:10]1[N:14]=[C:13]([C:15]2[N:16]=[C:17]3[C:22]([Cl:23])=[CH:21][C:20]([C:24]([F:27])([F:26])[F:25])=[CH:19][N:18]3[CH:28]=2)[O:12][N:11]=1.[CH3:29][S-:30].[Na+], predict the reaction product. The product is: [Cl:1][C:2]1[CH:7]=[C:6]([CH2:8][S:30][CH3:29])[CH:5]=[CH:4][C:3]=1[C:10]1[N:14]=[C:13]([C:15]2[N:16]=[C:17]3[C:22]([Cl:23])=[CH:21][C:20]([C:24]([F:27])([F:26])[F:25])=[CH:19][N:18]3[CH:28]=2)[O:12][N:11]=1. (4) Given the reactants [C:1]1([C:7]2[CH:8]=[C:9]3[C:13](=[C:14]([C:16]([NH2:18])=[O:17])[CH:15]=2)[NH:12][CH:11]=[C:10]3[C:19]2[CH2:20][CH2:21][N:22](CC3C=CC=CC=3)[CH2:23][CH:24]=2)[CH:6]=[CH:5][CH:4]=[CH:3][CH:2]=1, predict the reaction product. The product is: [C:1]1([C:7]2[CH:8]=[C:9]3[C:13](=[C:14]([C:16]([NH2:18])=[O:17])[CH:15]=2)[NH:12][CH:11]=[C:10]3[CH:19]2[CH2:20][CH2:21][NH:22][CH2:23][CH2:24]2)[CH:2]=[CH:3][CH:4]=[CH:5][CH:6]=1. (5) Given the reactants [CH3:1][O:2][C:3]1[CH:4]=[C:5]2[C:10](=[CH:11][C:12]=1[CH:13]=[CH:14][O:15]C)[N:9]=[CH:8][CH:7]=[CH:6]2, predict the reaction product. The product is: [CH3:1][O:2][C:3]1[CH:4]=[C:5]2[C:10](=[CH:11][C:12]=1[CH2:13][CH:14]=[O:15])[N:9]=[CH:8][CH:7]=[CH:6]2. (6) Given the reactants [H-].[Na+].[NH:3]1[C:12]2[C:7](=[CH:8][CH:9]=[CH:10][CH:11]=2)[CH2:6][CH2:5][C:4]1=[O:13].[CH3:14][O:15][C:16]1[CH:23]=[CH:22][C:19]([CH2:20]Cl)=[CH:18][CH:17]=1, predict the reaction product. The product is: [CH3:14][O:15][C:16]1[CH:23]=[CH:22][C:19]([CH2:20][N:3]2[C:12]3[C:7](=[CH:8][CH:9]=[CH:10][CH:11]=3)[CH2:6][CH2:5][C:4]2=[O:13])=[CH:18][CH:17]=1. (7) Given the reactants Br[C:2]1[CH:3]=[C:4]([C:9]2[CH:14]=[CH:13][CH:12]=[CH:11][CH:10]=2)[CH:5]=[CH:6][C:7]=1[NH2:8].Cl.N([O-])=O.[Na+].[I-:20].[K+].S([O-])([O-])(=O)=S.[Na+].[Na+], predict the reaction product. The product is: [I:20][C:2]1[CH:3]=[C:4]([C:9]2[CH:14]=[CH:13][CH:12]=[CH:11][CH:10]=2)[CH:5]=[CH:6][C:7]=1[NH2:8]. (8) The product is: [Cl:1][C:2]1[CH:3]=[C:4]([N:8]([CH2:9][C:10]2[C:19]3[C:14](=[C:15]([F:20])[CH:16]=[CH:17][CH:18]=3)[NH:13][C:12](=[O:21])[C:11]=2[F:22])[C:30](=[O:31])[C:29]2[C:24]([CH3:23])=[CH:25][CH:26]=[N:27][CH:28]=2)[CH:5]=[CH:6][CH:7]=1. Given the reactants [Cl:1][C:2]1[CH:3]=[C:4]([NH:8][CH2:9][C:10]2[C:19]3[C:14](=[C:15]([F:20])[CH:16]=[CH:17][CH:18]=3)[NH:13][C:12](=[O:21])[C:11]=2[F:22])[CH:5]=[CH:6][CH:7]=1.[CH3:23][C:24]1[C:29]([C:30](O)=[O:31])=[CH:28][N:27]=[CH:26][CH:25]=1, predict the reaction product. (9) Given the reactants [C:1]1([NH:7][C:8]([C:10]2([C:13]([OH:15])=[O:14])[CH2:12][CH2:11]2)=[O:9])[CH:6]=[CH:5][CH:4]=[CH:3][CH:2]=1.[F:16]C1C=CC(N)=CC=1, predict the reaction product. The product is: [F:16][C:4]1[CH:3]=[CH:2][C:1]([NH:7][C:8]([C:10]2([C:13]([OH:15])=[O:14])[CH2:11][CH2:12]2)=[O:9])=[CH:6][CH:5]=1.